Dataset: Full USPTO retrosynthesis dataset with 1.9M reactions from patents (1976-2016). Task: Predict the reactants needed to synthesize the given product. (1) Given the product [C:1]([O:5][C:6](=[O:18])[NH:7][CH2:8][CH:9]([NH2:25])[C:11]1[CH:16]=[CH:15][CH:14]=[C:13]([F:17])[CH:12]=1)([CH3:4])([CH3:3])[CH3:2], predict the reactants needed to synthesize it. The reactants are: [C:1]([O:5][C:6](=[O:18])[NH:7][CH2:8][C:9]([C:11]1[CH:16]=[CH:15][CH:14]=[C:13]([F:17])[CH:12]=1)=O)([CH3:4])([CH3:3])[CH3:2].C([O-])(=O)C.[NH4+].C([BH3-])#[N:25].[Na+]. (2) Given the product [NH2:7][C:8]1[C:17]2=[N:18][N:19]([CH2:29][CH3:30])[C:20]([CH2:21][C:22]3([OH:28])[CH2:27][CH2:26][N:25]([C:5]([NH:4][CH2:1][CH2:2][CH3:3])=[O:6])[CH2:24][CH2:23]3)=[C:16]2[C:15]2[CH:14]=[CH:13][CH:12]=[CH:11][C:10]=2[N:9]=1, predict the reactants needed to synthesize it. The reactants are: [CH2:1]([N:4]=[C:5]=[O:6])[CH2:2][CH3:3].[NH2:7][C:8]1[C:17]2=[N:18][N:19]([CH2:29][CH3:30])[C:20]([CH2:21][C:22]3([OH:28])[CH2:27][CH2:26][NH:25][CH2:24][CH2:23]3)=[C:16]2[C:15]2[CH:14]=[CH:13][CH:12]=[CH:11][C:10]=2[N:9]=1.